This data is from Merck oncology drug combination screen with 23,052 pairs across 39 cell lines. The task is: Regression. Given two drug SMILES strings and cell line genomic features, predict the synergy score measuring deviation from expected non-interaction effect. Drug 1: O=C(NOCC(O)CO)c1ccc(F)c(F)c1Nc1ccc(I)cc1F. Drug 2: COC1=C2CC(C)CC(OC)C(O)C(C)C=C(C)C(OC(N)=O)C(OC)C=CC=C(C)C(=O)NC(=CC1=O)C2=O. Cell line: OVCAR3. Synergy scores: synergy=1.92.